The task is: Predict the reactants needed to synthesize the given product.. This data is from Full USPTO retrosynthesis dataset with 1.9M reactions from patents (1976-2016). (1) Given the product [CH:2]([C@H:15]1[C@@H:20]([O:21][CH2:22][C:23]2[CH:24]=[CH:25][C:26]([C:29]([F:32])([F:30])[F:31])=[CH:27][CH:28]=2)[CH2:19][CH2:18][N:17]([C:37](=[O:38])[CH2:36][N:35]([CH3:40])[CH3:34])[CH2:16]1)([C:9]1[CH:10]=[CH:11][CH:12]=[CH:13][CH:14]=1)[C:3]1[CH:4]=[CH:5][CH:6]=[CH:7][CH:8]=1, predict the reactants needed to synthesize it. The reactants are: Cl.[CH:2]([C@H:15]1[C@@H:20]([O:21][CH2:22][C:23]2[CH:28]=[CH:27][C:26]([C:29]([F:32])([F:31])[F:30])=[CH:25][CH:24]=2)[CH2:19][CH2:18][NH:17][CH2:16]1)([C:9]1[CH:14]=[CH:13][CH:12]=[CH:11][CH:10]=1)[C:3]1[CH:8]=[CH:7][CH:6]=[CH:5][CH:4]=1.Cl.[CH3:34][N:35]([CH3:40])[CH2:36][C:37](O)=[O:38]. (2) Given the product [Br:1][C:2]1[CH:3]=[C:4]2[C:8](=[CH:9][CH:10]=1)[N:7]([C:14]1[CH:15]=[N:16][CH:17]=[CH:18][CH:19]=1)[C:6]([CH3:11])=[C:5]2[CH3:12], predict the reactants needed to synthesize it. The reactants are: [Br:1][C:2]1[CH:3]=[C:4]2[C:8](=[CH:9][CH:10]=1)[NH:7][C:6]([CH3:11])=[C:5]2[CH3:12].F[C:14]1[CH:15]=[N:16][CH:17]=[CH:18][CH:19]=1. (3) Given the product [OH:10][C@H:8]1[CH2:7][N:3]2[CH2:4][CH2:5][N:6]([C:16]([O:15][C:11]([CH3:14])([CH3:13])[CH3:12])=[O:17])[CH2:1][C@@H:2]2[CH2:9]1, predict the reactants needed to synthesize it. The reactants are: [CH2:1]1[NH:6][CH2:5][CH2:4][N:3]2[CH2:7][C@H:8]([OH:10])[CH2:9][C@@H:2]12.[C:11]([O:15][C:16](O[C:16]([O:15][C:11]([CH3:14])([CH3:13])[CH3:12])=[O:17])=[O:17])([CH3:14])([CH3:13])[CH3:12]. (4) The reactants are: Cl[C:2]1[C:11]2[C:6](=[CH:7][C:8]([F:13])=[CH:9][C:10]=2[F:12])[N:5]=[C:4]([C:14]2[CH:15]=[N:16][CH:17]=[C:18]([CH3:20])[CH:19]=2)[C:3]=1[CH3:21].[O:22]1[CH2:27][CH2:26][N:25]([C:28]2[C:33]([NH2:34])=[CH:32][C:31]([N:35]3[CH2:40][CH2:39][O:38][CH2:37][CH2:36]3)=[CH:30][N:29]=2)[CH2:24][CH2:23]1.CC(C1C=C(C(C)C)C(C2C=CC=CC=2P(C2CCCCC2)C2CCCCC2)=C(C(C)C)C=1)C.CC(C)([O-])C.[Na+]. Given the product [O:22]1[CH2:27][CH2:26][N:25]([C:28]2[C:33]([NH:34][C:2]3[C:11]4[C:6](=[CH:7][C:8]([F:13])=[CH:9][C:10]=4[F:12])[N:5]=[C:4]([C:14]4[CH:15]=[N:16][CH:17]=[C:18]([CH3:20])[CH:19]=4)[C:3]=3[CH3:21])=[CH:32][C:31]([N:35]3[CH2:36][CH2:37][O:38][CH2:39][CH2:40]3)=[CH:30][N:29]=2)[CH2:24][CH2:23]1, predict the reactants needed to synthesize it. (5) Given the product [CH:1]1([CH2:7][N:8]2[C:16](=[O:17])[C:15]3[N:14]=[C:13]([C:18]4[CH:19]=[C:20]([CH:26]=[CH:27][CH:28]=4)/[CH:21]=[CH:22]/[C:23]([Cl:39])=[O:24])[NH:12][C:11]=3[N:10]([CH2:29][CH:30]3[CH2:35][CH2:34][CH2:33][CH2:32][CH2:31]3)[C:9]2=[O:36])[CH2:6][CH2:5][CH2:4][CH2:3][CH2:2]1, predict the reactants needed to synthesize it. The reactants are: [CH:1]1([CH2:7][N:8]2[C:16](=[O:17])[C:15]3[N:14]=[C:13]([C:18]4[CH:19]=[C:20]([CH:26]=[CH:27][CH:28]=4)/[CH:21]=[CH:22]/[C:23](O)=[O:24])[NH:12][C:11]=3[N:10]([CH2:29][CH:30]3[CH2:35][CH2:34][CH2:33][CH2:32][CH2:31]3)[C:9]2=[O:36])[CH2:6][CH2:5][CH2:4][CH2:3][CH2:2]1.S(Cl)([Cl:39])=O. (6) Given the product [NH2:11][C:12]1[N:13]=[C:14]([N:23]2[CH2:24][CH2:25][N:26]([C:29](=[O:39])[CH2:30][O:31][C:32]3[CH:37]=[CH:36][C:35]([Cl:38])=[CH:34][CH:33]=3)[CH2:27][CH2:28]2)[C:15]2[N:21]=[C:20]([C:5]3[CH:6]=[CH:7][C:2]([Cl:1])=[CH:3][CH:4]=3)[CH:19]=[CH:18][C:16]=2[N:17]=1, predict the reactants needed to synthesize it. The reactants are: [Cl:1][C:2]1[CH:7]=[CH:6][C:5](B(O)O)=[CH:4][CH:3]=1.[NH2:11][C:12]1[N:13]=[C:14]([N:23]2[CH2:28][CH2:27][N:26]([C:29](=[O:39])[CH2:30][O:31][C:32]3[CH:37]=[CH:36][C:35]([Cl:38])=[CH:34][CH:33]=3)[CH2:25][CH2:24]2)[C:15]2[N:21]=[C:20](Cl)[CH:19]=[CH:18][C:16]=2[N:17]=1. (7) Given the product [OH:2][C:3]1[CH:11]=[C:10]([I:12])[CH:9]=[CH:8][C:4]=1[CH2:5][OH:6], predict the reactants needed to synthesize it. The reactants are: B.[OH:2][C:3]1[CH:11]=[C:10]([I:12])[CH:9]=[CH:8][C:4]=1[C:5](O)=[O:6].Cl.